Dataset: Full USPTO retrosynthesis dataset with 1.9M reactions from patents (1976-2016). Task: Predict the reactants needed to synthesize the given product. (1) Given the product [CH2:15]([O:12][C:11]([C:9]1[CH:8]=[C:7]([CH3:14])[N:6]=[C:5]([NH:4][CH:1]([CH3:3])[CH3:2])[N:10]=1)=[O:13])[CH3:16], predict the reactants needed to synthesize it. The reactants are: [CH:1]([NH:4][C:5]1[N:10]=[C:9]([C:11]([OH:13])=[O:12])[CH:8]=[C:7]([CH3:14])[N:6]=1)([CH3:3])[CH3:2].[CH2:15](O)[CH3:16]. (2) The reactants are: C(OC(=O)[NH:7][CH:8]1[CH2:13][CH2:12][CH2:11][N:10]([C:14](=[O:38])[C@@H:15]([N:17]2[CH2:21][CH2:20][C@H:19]([NH:22][S:23]([C:26]3[CH:35]=[CH:34][C:33]4[C:28](=[CH:29][CH:30]=[C:31]([Cl:36])[CH:32]=4)[CH:27]=3)(=[O:25])=[O:24])[C:18]2=[O:37])[CH3:16])[CH2:9]1)(C)(C)C.FC(F)(F)C(O)=O. Given the product [NH2:7][CH:8]1[CH2:13][CH2:12][CH2:11][N:10]([C:14](=[O:38])[C@@H:15]([N:17]2[CH2:21][CH2:20][C@H:19]([NH:22][S:23]([C:26]3[CH:35]=[CH:34][C:33]4[C:28](=[CH:29][CH:30]=[C:31]([Cl:36])[CH:32]=4)[CH:27]=3)(=[O:25])=[O:24])[C:18]2=[O:37])[CH3:16])[CH2:9]1, predict the reactants needed to synthesize it. (3) Given the product [Br:1][C:2]1[C:7]([CH3:8])=[CH:6][C:5]([C:9]([C:11]2[CH:16]=[CH:15][C:14]([F:17])=[CH:13][CH:12]=2)=[O:10])=[C:4]([OH:18])[CH:3]=1, predict the reactants needed to synthesize it. The reactants are: [Br:1][C:2]1[C:7]([CH3:8])=[CH:6][C:5]([C:9]([C:11]2[CH:16]=[CH:15][C:14]([F:17])=[CH:13][CH:12]=2)=[O:10])=[C:4]([O:18]C)[CH:3]=1.B(Br)(Br)Br.